Task: Predict which catalyst facilitates the given reaction.. Dataset: Catalyst prediction with 721,799 reactions and 888 catalyst types from USPTO (1) Reactant: [CH2:1]([O:8][C:9]1[CH:14]=[CH:13][C:12]([OH:15])=[C:11]([CH2:16][CH2:17][C:18]2[CH:23]=[CH:22][CH:21]=[CH:20][CH:19]=2)[CH:10]=1)[C:2]1[CH:7]=[CH:6][CH:5]=[CH:4][CH:3]=1.Br[CH2:25][C:26]([O:28][CH2:29][CH3:30])=[O:27].C(=O)([O-])[O-].[Cs+].[Cs+]. Product: [CH2:29]([O:28][C:26](=[O:27])[CH2:25][O:15][C:12]1[CH:13]=[CH:14][C:9]([O:8][CH2:1][C:2]2[CH:3]=[CH:4][CH:5]=[CH:6][CH:7]=2)=[CH:10][C:11]=1[CH2:16][CH2:17][C:18]1[CH:23]=[CH:22][CH:21]=[CH:20][CH:19]=1)[CH3:30]. The catalyst class is: 3. (2) Reactant: [I-].[Na+].O.O.O.C([O-])(=O)C.[Na+].[CH3:11][O:12][C:13]1[CH:19]=[CH:18][C:16]([NH2:17])=[CH:15][CH:14]=1.Br[CH2:21][C:22]([O:24][CH2:25][CH3:26])=[O:23]. Product: [CH3:11][O:12][C:13]1[CH:19]=[CH:18][C:16]([NH:17][CH2:21][C:22]([O:24][CH2:25][CH3:26])=[O:23])=[CH:15][CH:14]=1. The catalyst class is: 6. (3) Reactant: [CH3:1][N:2]1[C:6]([C:7]([F:10])([F:9])[F:8])=[CH:5][C:4]([C:11]2[S:15][C:14]([CH:16]=O)=[CH:13][CH:12]=2)=[N:3]1.[CH3:18][NH:19][CH2:20][CH:21]([C:23]1[CH:28]=[CH:27][CH:26]=[CH:25][CH:24]=1)[OH:22].C(O)(=O)C.[BH-](OC(C)=O)(OC(C)=O)OC(C)=O.[Na+]. Product: [CH3:18][N:19]([CH2:20][CH:21]([C:23]1[CH:28]=[CH:27][CH:26]=[CH:25][CH:24]=1)[OH:22])[CH2:16][C:14]1[S:15][C:11]([C:4]2[CH:5]=[C:6]([C:7]([F:8])([F:9])[F:10])[N:2]([CH3:1])[N:3]=2)=[CH:12][CH:13]=1. The catalyst class is: 705. (4) Reactant: [Cl:1][C:2]1[CH:3]=[C:4]([C@@H:9]([O:19][C:20](=[O:38])[NH:21][C:22]2[CH:23]=[C:24]3[C:28](=[CH:29][CH:30]=2)[N:27](C(OC(C)(C)C)=O)[N:26]=[CH:25]3)[C@@H:10]2[CH2:15][CH2:14][CH2:13][CH2:12][N:11]2C([O-])=O)[CH:5]=[CH:6][C:7]=1[Cl:8].Cl. The catalyst class is: 5. Product: [NH:27]1[C:28]2[C:24](=[CH:23][C:22]([NH:21][C:20](=[O:38])[O:19][C@H:9]([C:4]3[CH:5]=[CH:6][C:7]([Cl:8])=[C:2]([Cl:1])[CH:3]=3)[C@@H:10]3[CH2:15][CH2:14][CH2:13][CH2:12][NH:11]3)=[CH:30][CH:29]=2)[CH:25]=[N:26]1. (5) Reactant: [OH:1][C:2]1[CH:3]=[C:4]2[C:9](=[CH:10][CH:11]=1)[O:8][CH:7]([C:12]1[CH:17]=[CH:16][CH:15]=[CH:14][CH:13]=1)[CH2:6][CH2:5]2.[OH-].[K+].Cl[C:21]1[CH:26]=[CH:25][CH:24]=[CH:23][C:22]=1[N+:27]([O-:29])=[O:28].C(Cl)Cl. Product: [N+:27]([C:22]1[CH:23]=[CH:24][CH:25]=[CH:26][C:21]=1[O:1][C:2]1[CH:3]=[C:4]2[C:9](=[CH:10][CH:11]=1)[O:8][CH:7]([C:12]1[CH:17]=[CH:16][CH:15]=[CH:14][CH:13]=1)[CH2:6][CH2:5]2)([O-:29])=[O:28]. The catalyst class is: 16.